This data is from Full USPTO retrosynthesis dataset with 1.9M reactions from patents (1976-2016). The task is: Predict the reactants needed to synthesize the given product. (1) Given the product [CH2:1]([O:8][C:9]1[CH:10]=[C:11]2[C:15](=[CH:16][CH:17]=1)[N:14]([CH2:18][C:19]1[CH:24]=[CH:23][C:22]([O:43][CH2:42][CH2:41][OH:44])=[CH:21][CH:20]=1)[C:13]([C:26]1[CH:31]=[CH:30][C:29]([O:32][CH2:33][C:34]3[CH:39]=[CH:38][CH:37]=[CH:36][CH:35]=3)=[CH:28][CH:27]=1)=[C:12]2[CH3:40])[C:2]1[CH:7]=[CH:6][CH:5]=[CH:4][CH:3]=1, predict the reactants needed to synthesize it. The reactants are: [CH2:1]([O:8][C:9]1[CH:10]=[C:11]2[C:15](=[CH:16][CH:17]=1)[N:14]([CH2:18][C:19]1[CH:24]=[CH:23][C:22](I)=[CH:21][CH:20]=1)[C:13]([C:26]1[CH:31]=[CH:30][C:29]([O:32][CH2:33][C:34]3[CH:39]=[CH:38][CH:37]=[CH:36][CH:35]=3)=[CH:28][CH:27]=1)=[C:12]2[CH3:40])[C:2]1[CH:7]=[CH:6][CH:5]=[CH:4][CH:3]=1.[CH2:41]([OH:44])[CH2:42][OH:43].N1C2C(=CC=C3C=2N=CC=C3)C=CC=1.C(=O)([O-])[O-].[K+].[K+]. (2) Given the product [N:1]1[CH:6]=[C:5]([C:7]2[CH:8]=[CH:9][C:10]([CH2:11][OH:12])=[CH:13][CH:14]=2)[CH:4]=[N:3][CH:2]=1, predict the reactants needed to synthesize it. The reactants are: [N:1]1[CH:6]=[C:5]([C:7]2[CH:14]=[CH:13][C:10]([CH:11]=[O:12])=[CH:9][CH:8]=2)[CH:4]=[N:3][CH:2]=1.[BH4-].[Na+].